This data is from Aqueous solubility values for 9,982 compounds from the AqSolDB database. The task is: Regression/Classification. Given a drug SMILES string, predict its absorption, distribution, metabolism, or excretion properties. Task type varies by dataset: regression for continuous measurements (e.g., permeability, clearance, half-life) or binary classification for categorical outcomes (e.g., BBB penetration, CYP inhibition). For this dataset (solubility_aqsoldb), we predict Y. (1) The molecule is CCCCCCCCCCC(CO)CCCCCCCC. The Y is -6.48 log mol/L. (2) The molecule is BrC=CBr. The Y is -1.32 log mol/L.